Dataset: Peptide-MHC class I binding affinity with 185,985 pairs from IEDB/IMGT. Task: Regression. Given a peptide amino acid sequence and an MHC pseudo amino acid sequence, predict their binding affinity value. This is MHC class I binding data. (1) The peptide sequence is ILFTENGPW. The MHC is Mamu-B17 with pseudo-sequence Mamu-B17. The binding affinity (normalized) is 0.844. (2) The peptide sequence is AQPAPQAPY. The MHC is HLA-A29:02 with pseudo-sequence HLA-A29:02. The binding affinity (normalized) is 0.213.